Task: Predict the product of the given reaction.. Dataset: Forward reaction prediction with 1.9M reactions from USPTO patents (1976-2016) (1) Given the reactants [C:1]([NH2:5])([CH3:4])([CH3:3])[CH3:2].[Cl:6][C:7]1[S:8][C:9]([S:13](Cl)(=[O:15])=[O:14])=[C:10]([CH3:12])[N:11]=1, predict the reaction product. The product is: [C:1]([NH:5][S:13]([C:9]1[S:8][C:7]([Cl:6])=[N:11][C:10]=1[CH3:12])(=[O:15])=[O:14])([CH3:4])([CH3:3])[CH3:2]. (2) Given the reactants [Cl:1][C:2]1[CH:7]=[CH:6][C:5]([CH:8](O)[C:9]2[C:10]([C:17]([O:19][CH2:20][CH3:21])=[O:18])=[N:11][N:12]([CH:14]3[CH2:16][CH2:15]3)[CH:13]=2)=[CH:4][CH:3]=1.[NH2:23][C:24]1[CH:25]=[C:26]([CH3:32])[C:27](=[O:31])[N:28]([CH3:30])[CH:29]=1, predict the reaction product. The product is: [Cl:1][C:2]1[CH:7]=[CH:6][C:5]([CH:8]([NH:23][C:24]2[CH:25]=[C:26]([CH3:32])[C:27](=[O:31])[N:28]([CH3:30])[CH:29]=2)[C:9]2[C:10]([C:17]([O:19][CH2:20][CH3:21])=[O:18])=[N:11][N:12]([CH:14]3[CH2:16][CH2:15]3)[CH:13]=2)=[CH:4][CH:3]=1. (3) The product is: [C:3]([C:5]1[CH:19]=[CH:18][C:8]2[N:9]([CH:12]3[CH2:17][CH2:16][CH2:15][CH2:14][O:13]3)[N:10]=[N:11][C:7]=2[CH:6]=1)#[C:4][CH2:31][CH3:32]. Given the reactants N#N.[C:3]([C:5]1[CH:19]=[CH:18][C:8]2[N:9]([CH:12]3[CH2:17][CH2:16][CH2:15][CH2:14][O:13]3)[N:10]=[N:11][C:7]=2[CH:6]=1)#[CH:4].[Li+].C[Si]([N-][Si](C)(C)C)(C)C.I[CH2:31][CH3:32], predict the reaction product. (4) Given the reactants [N+:1]([C:4]1[CH:9]=[CH:8][C:7]([NH:10][NH2:11])=[CH:6][CH:5]=1)([O-:3])=[O:2].O.[OH:13][C:14]1[CH:21]=[C:20]([OH:22])[C:19]([OH:23])=[CH:18][C:15]=1[CH:16]=O, predict the reaction product. The product is: [N+:1]([C:4]1[CH:5]=[CH:6][C:7]([NH:10][N:11]=[CH:16][C:15]2[CH:18]=[C:19]([OH:23])[C:20]([OH:22])=[CH:21][C:14]=2[OH:13])=[CH:8][CH:9]=1)([O-:3])=[O:2]. (5) Given the reactants CC1C=CC(S(O[CH2:12][C@H:13]2[O:18][C@@:17]3([C:26]4[C:21](=[CH:22][C:23]([Cl:36])=[C:24]([CH2:27][C:28]5[CH:33]=[CH:32][C:31]([CH2:34][CH3:35])=[CH:30][CH:29]=5)[CH:25]=4)[CH2:20][O:19]3)[C@H:16]([OH:37])[C@@H:15]([OH:38])[C@@H:14]2[OH:39])(=O)=O)=CC=1.[NH:40]1[CH2:45][CH2:44][O:43][CH2:42][CH2:41]1, predict the reaction product. The product is: [Cl:36][C:23]1[CH:22]=[C:21]2[C:26](=[CH:25][C:24]=1[CH2:27][C:28]1[CH:29]=[CH:30][C:31]([CH2:34][CH3:35])=[CH:32][CH:33]=1)[C@:17]1([C@H:16]([OH:37])[C@@H:15]([OH:38])[C@H:14]([OH:39])[C@@H:13]([CH2:12][N:40]3[CH2:45][CH2:44][O:43][CH2:42][CH2:41]3)[O:18]1)[O:19][CH2:20]2. (6) Given the reactants [Cl:1][C:2]1[CH:3]=[C:4]([C:9]2[CH:13]=[C:12](OS(C(F)(F)F)(=O)=O)[N:11]([C@H:22]([C:24]3[CH:34]=[CH:33][C:27]([C:28]([O:30][CH2:31][CH3:32])=[O:29])=[CH:26][CH:25]=3)[CH3:23])[N:10]=2)[CH:5]=[C:6]([Cl:8])[CH:7]=1.[CH3:35][O:36][C:37]1[CH:38]=[C:39]2[C:44](=[CH:45][CH:46]=1)[CH:43]=[C:42](B(O)O)[CH:41]=[CH:40]2.C(N(CC)CC)C, predict the reaction product. The product is: [Cl:8][C:6]1[CH:5]=[C:4]([C:9]2[CH:13]=[C:12]([C:42]3[CH:41]=[CH:40][C:39]4[C:44](=[CH:45][CH:46]=[C:37]([O:36][CH3:35])[CH:38]=4)[CH:43]=3)[N:11]([C@H:22]([C:24]3[CH:34]=[CH:33][C:27]([C:28]([O:30][CH2:31][CH3:32])=[O:29])=[CH:26][CH:25]=3)[CH3:23])[N:10]=2)[CH:3]=[C:2]([Cl:1])[CH:7]=1.